Dataset: Experimentally validated miRNA-target interactions with 360,000+ pairs, plus equal number of negative samples. Task: Binary Classification. Given a miRNA mature sequence and a target amino acid sequence, predict their likelihood of interaction. (1) The miRNA is hsa-miR-4677-5p with sequence UUGUUCUUUGGUCUUUCAGCCA. The protein sequence of the target gene is MGPVRLGILLFLFLAVHEAWAGMLKEEDDDTERLPSKCEVCKLLSTELQAELSRTGRSREVLELGQVLDTGKRKRHVPYSVSETRLEEALENLCERILDYSVHAERKGSLRYAKGQSQTMATLKGLVQKGVKVDLGIPLELWDEPSVEVTYLKKQCETMLEEFEDIVGDWYFHHQEQPLQNFLCEGHVLPAAETACLQETWTGKEITDGEEKTEGEEEQEEEEEEEEEEGGDKMTKTGSHPKLDREDL. Result: 0 (no interaction). (2) The miRNA is hsa-miR-4308 with sequence UCCCUGGAGUUUCUUCUU. The protein sequence of the target gene is MPASRLRDRAASSASGSTCGSMSQTHPVLESGLLASAGCSAPRGPRKGGPAPVDRKAKASAMPDSPAEVKTQPRSTPPSMPPPPPAASQGATRPPSFTPHTHREDGPATLPHGRFHGCLKWSMVCLLMNGSSHSPTAINGAPCTPNGFSNGPATSSTASLSTQHLPPACGARQLSKLKRFLTTLQQFGSDISPEIGERVRTLVLGLVNSTLTIEEFHSKLQEATNFPLRPFVIPFLKANLPLLQRELLHCARLAKQTPAQYLAQHEQLLLDASASSPIDSSELLLEVNENGKRRTPDRTK.... Result: 0 (no interaction). (3) The miRNA is mmu-miR-466i-5p with sequence UGUGUGUGUGUGUGUGUGUG. The protein sequence of the target gene is MAPQQGRPALPARCEPPAAPPVPPRRERGGRGARGPGVSGGRGRAGGAEGRGVKCVLVGDGAVGKTSLVVSYTTNGYPTEYIPTAFDNFSAVVSVDGRPVRLQLCDTAGQDEFDKLRPLCYTNTDIFLLCFSVVSPTSFQNVGEKWVPEIRRHCPKAPIILVGTQSDLREDVKVLIELDKCKEKPVPEEAAKLCAEEVKAVSYIECSALTQKNLKEVFDAAIVAGIQHSDSQLQPKKSKSRTPDKVRDLSKSWWRKYCCLA. Result: 1 (interaction). (4) The miRNA is hsa-miR-518f-3p with sequence GAAAGCGCUUCUCUUUAGAGG. The protein sequence of the target gene is MEEDAGAASPAPEPEPEVDPARELEPEAGVSESISRLWTDVMGILDGSLGNIDDLAQQYADYYNTCFSDVCERMEELRKRRVSQDLDVEKPDASPTSLQLRSQIEESLGFCSAVSTPEVERKYPLHKSNSEDGCVGKGDWKKKNKYFWQNFRKNQKGIMRQTSKGEDVGYVASEITMSDEERIQLMMMVKEKMITIEEALARLKEYEAQHRQSSTLDPADWPDGSYPTLDGSSTCNSREQSDDETEDSVKFKRLHKLVNSTRRVRKKLIRVEEMKKPSAEGGEEHVFENSPVQDERSALY.... Result: 0 (no interaction). (5) The miRNA is mmu-miR-1928 with sequence AGCUACAUUGCCAGCUC. The protein sequence of the target gene is MAECGRGAAGGALPTSPSPALGAKGALKAGAGEGGGGGGGGRLGHGRARYDSGGVSNGDCSLGVSGDEARTSPGRGPLGVALARTPSPAAGPVPRDSKPGGLPRRSSIIKDGTKQKRERKKTVSFSSMPTEKKISSASDCINSMVEGSELKKVRSNSRIYHRYFLLDADMQSLRWEPSKKDSEKAKIDIKSIKEVRTGKNTDIFRSNGISEQISEDCAFSVIYGENYESLDLVANSADVANIWVTGLRYLISYGKHTLDMLESSQDNMRTSWISQMFSEIDVDGLGHITLCHAVQCIRNL.... Result: 0 (no interaction). (6) The miRNA is hsa-miR-452-5p with sequence AACUGUUUGCAGAGGAAACUGA. The protein sequence of the target gene is MSIVIIEAFYGGSHRQLVELLREELDDCVLYTLPAKKWHWRARTAALYFSQNIPSSEHYRTLFASSVLNLTELAALRPDLGKLKKILYFHENQLVYPVKKYQERDFQYGYNQILSCLVADVVVFNSSFNMESFLTSIGKFLKLIPDHRPKDLESIIRPKCQVIYFPIRFPDVSRFMPKHKIAHLRRMLSLIGDAAASQSVAPCPQPGQRVSEKSPENCESKSDEHPDLDAEQEALDNPSVHKSGSLPVSKENLPLDPSTLLCGAEDPQRPLHITWPHRWEHDKDPETFLKILMSLKQLNL.... Result: 0 (no interaction).